From a dataset of Full USPTO retrosynthesis dataset with 1.9M reactions from patents (1976-2016). Predict the reactants needed to synthesize the given product. Given the product [CH2:24]([N:5]([CH2:1][CH2:2][CH2:3][CH3:4])[C:6]1[CH:11]=[CH:10][C:9]([CH:12]=[CH:13][C:14]2[CH:15]=[CH:16][C:17]([CH:20]=[O:21])=[CH:18][CH:19]=2)=[C:8]([O:22][CH3:23])[CH:7]=1)[CH2:25][CH2:26][CH3:27], predict the reactants needed to synthesize it. The reactants are: [CH2:1]([N:5]([CH2:24][CH2:25][CH2:26][CH3:27])[C:6]1[CH:11]=[CH:10][C:9]([CH:12]=[CH:13][C:14]2[CH:19]=[CH:18][C:17]([CH2:20][OH:21])=[CH:16][CH:15]=2)=[C:8]([O:22][CH3:23])[CH:7]=1)[CH2:2][CH2:3][CH3:4].